Dataset: Forward reaction prediction with 1.9M reactions from USPTO patents (1976-2016). Task: Predict the product of the given reaction. (1) Given the reactants [Cl:1][C:2]1[CH:31]=[CH:30][C:5]([CH2:6][C:7]23[CH2:19][CH2:18][C:17](=[O:20])[C:16]([C:21]4[CH:26]=[CH:25][C:24]([OH:27])=[CH:23][CH:22]=4)=[C:15]2[C:14]2[C:9](=[CH:10][C:11]([O:28][CH3:29])=[CH:12][CH:13]=2)[CH2:8]3)=[CH:4][CH:3]=1.C1(P(C2C=CC=CC=2)C2C=CC=CC=2)C=CC=CC=1.[N:51]1([CH2:57][CH2:58]O)[CH2:56][CH2:55][CH2:54][CH2:53][CH2:52]1.C(OC(N=NC(OC(C)C)=O)=O)(C)C, predict the reaction product. The product is: [Cl:1][C:2]1[CH:3]=[CH:4][C:5]([CH2:6][C:7]23[CH2:19][CH2:18][C:17](=[O:20])[C:16]([C:21]4[CH:26]=[CH:25][C:24]([O:27][CH2:58][CH2:57][N:51]5[CH2:56][CH2:55][CH2:54][CH2:53][CH2:52]5)=[CH:23][CH:22]=4)=[C:15]2[C:14]2[C:9](=[CH:10][C:11]([O:28][CH3:29])=[CH:12][CH:13]=2)[CH2:8]3)=[CH:30][CH:31]=1. (2) Given the reactants IC1C2C(=NC=NC=2N)N([C@H]2CC[C@@H](N3CCN(C)CC3)CC2)N=1.C([NH:32][C:33]([C:35]1[CH:40]=[CH:39][C:38](B(O)O)=[CH:37][C:36]=1[O:44][CH3:45])=[O:34])C1C=CC=CC=1.C(=O)([O-])[O-].[Na+].[Na+].COCCOC, predict the reaction product. The product is: [CH3:45][O:44][C:36]1[CH:37]=[CH:38][CH:39]=[CH:40][C:35]=1[C:33]([NH2:32])=[O:34]. (3) Given the reactants [NH2:1][C:2]1[CH:7]=[C:6]([Cl:8])[CH:5]=[CH:4][C:3]=1[SH:9].Br[CH2:11][C:12]1[CH:17]=[CH:16][CH:15]=[C:14]([N+:18]([O-])=O)[CH:13]=1.[F:21][C:22]1[CH:27]=[C:26]([F:28])[CH:25]=[CH:24][C:23]=1[S:29](Cl)(=[O:31])=[O:30], predict the reaction product. The product is: [NH2:18][C:14]1[CH:13]=[C:12]([CH:17]=[CH:16][CH:15]=1)[CH2:11][S:9][C:3]1[CH:4]=[CH:5][C:6]([Cl:8])=[CH:7][C:2]=1[NH:1][S:29]([C:23]1[CH:24]=[CH:25][C:26]([F:28])=[CH:27][C:22]=1[F:21])(=[O:31])=[O:30]. (4) Given the reactants [S:1]([OH:11])(=[O:10])([C:3]1[CH:8]=[CH:7][C:6]([NH2:9])=[CH:5][CH:4]=1)=[O:2].[N:12]([O-])=O.[Na+].[F:16][C:17]1[CH:22]=[CH:21][CH:20]=[C:19]([F:23])[C:18]=1[OH:24].[OH-].[K+], predict the reaction product. The product is: [F:16][C:17]1[CH:22]=[C:21]([N:12]=[N:9][C:6]2[CH:5]=[CH:4][C:3]([S:1]([OH:11])(=[O:10])=[O:2])=[CH:8][CH:7]=2)[CH:20]=[C:19]([F:23])[C:18]=1[OH:24]. (5) Given the reactants Cl.[F:2][C:3]1([F:7])[CH2:6][NH:5][CH2:4]1.C(N(C(C)C)C(C)C)C.[Br:17][C:18]1[CH:19]=[C:20]([S:25](Cl)(=[O:27])=[O:26])[CH:21]=[CH:22][C:23]=1[F:24], predict the reaction product. The product is: [Br:17][C:18]1[CH:19]=[C:20]([S:25]([N:5]2[CH2:6][C:3]([F:7])([F:2])[CH2:4]2)(=[O:26])=[O:27])[CH:21]=[CH:22][C:23]=1[F:24]. (6) Given the reactants [OH:1][C:2]1[CH:7]=[CH:6][C:5](B(O)O)=[CH:4][CH:3]=1.Br[C:12]1[CH:17]=[CH:16][C:15]([S:18]([NH:21][CH2:22][CH2:23][NH:24][C:25](=[O:31])[O:26][C:27]([CH3:30])([CH3:29])[CH3:28])(=[O:20])=[O:19])=[CH:14][CH:13]=1.C([O-])([O-])=O.[Na+].[Na+], predict the reaction product. The product is: [OH:1][C:2]1[CH:7]=[CH:6][C:5]([C:12]2[CH:17]=[CH:16][C:15]([S:18]([NH:21][CH2:22][CH2:23][NH:24][C:25](=[O:31])[O:26][C:27]([CH3:29])([CH3:28])[CH3:30])(=[O:19])=[O:20])=[CH:14][CH:13]=2)=[CH:4][CH:3]=1. (7) Given the reactants [CH3:1][O:2][C:3]1[CH:11]=[C:10]2[C:6]([CH2:7][C:8](=[O:12])[NH:9]2)=[CH:5][CH:4]=1.CNCCNC.C(=O)([O-])[O-].[K+].[K+].[F:25][C:26]1[CH:31]=[CH:30][C:29](I)=[CH:28][CH:27]=1, predict the reaction product. The product is: [F:25][C:26]1[CH:31]=[CH:30][C:29]([N:9]2[C:10]3[C:6](=[CH:5][CH:4]=[C:3]([O:2][CH3:1])[CH:11]=3)[CH2:7][C:8]2=[O:12])=[CH:28][CH:27]=1.